From a dataset of Forward reaction prediction with 1.9M reactions from USPTO patents (1976-2016). Predict the product of the given reaction. (1) Given the reactants CCO[C:4]([C:6]1[CH:11]=[CH:10][CH:9]=[N:8][C:7]=1[CH3:12])=[O:5].[CH3:13][CH2:14][Mg+].[Br-].[CH2:17]1COC[CH2:18]1, predict the reaction product. The product is: [CH3:12][C:7]1[C:6]([C:4]([OH:5])([CH2:13][CH3:14])[CH2:17][CH3:18])=[CH:11][CH:10]=[CH:9][N:8]=1. (2) Given the reactants [CH3:1][O:2][C:3]1[CH:4]=[CH:5][C:6]([C:17]([OH:19])=O)=[C:7]2[C:11]=1[O:10][C:9]([CH:12]1[CH2:16][CH2:15][CH2:14][O:13]1)=[CH:8]2.[CH3:20][C:21]1[C:25]([NH2:26])=[C:24]([CH3:27])[O:23][N:22]=1, predict the reaction product. The product is: [CH3:20][C:21]1[C:25]([NH:26][C:17]([C:6]2[CH:5]=[CH:4][C:3]([O:2][CH3:1])=[C:11]3[O:10][C:9]([CH:12]4[CH2:16][CH2:15][CH2:14][O:13]4)=[CH:8][C:7]=23)=[O:19])=[C:24]([CH3:27])[O:23][N:22]=1. (3) Given the reactants Br[C:2]1[C:3]([CH2:12][CH2:13][CH2:14][CH2:15][CH2:16][CH3:17])=[N:4][C:5]2[C:10]([CH:11]=1)=[CH:9][CH:8]=[CH:7][CH:6]=2.C([Li])(C)(C)C.[O:23]1[C:28](=[O:29])[CH2:27][CH2:26][CH2:25][C:24]1=[O:30].O, predict the reaction product. The product is: [CH2:12]([C:3]1[C:2]([C:28](=[O:29])[CH2:27][CH2:26][CH2:25][C:24]([OH:30])=[O:23])=[CH:11][C:10]2[C:5](=[CH:6][CH:7]=[CH:8][CH:9]=2)[N:4]=1)[CH2:13][CH2:14][CH2:15][CH2:16][CH3:17]. (4) The product is: [ClH:1].[CH3:2][S:3]([NH:6][C:7]1[CH:8]=[C:9]2[CH:28]=[C:27]([C:29]([OH:31])=[O:30])[NH:26][C:10]2=[CH:11][N:12]=1)(=[O:4])=[O:5]. Given the reactants [ClH:1].[CH3:2][S:3]([NH:6][C:7]1[N:12]=[C:11]2NC(C(O)=O)=C[C:10]2=[CH:9][CH:8]=1)(=[O:5])=[O:4].BrC1C=C2[CH:28]=[C:27]([C:29]([O:31]CC)=[O:30])[NH:26]C2=CN=1, predict the reaction product. (5) Given the reactants [S:1]1[C:5]2[CH:6]=[CH:7][CH:8]=[CH:9][C:4]=2[N:3]=[C:2]1[NH:10][C:11]([O:13][CH2:14][C@@H:15]([N:21]([CH3:34])[C:22]([NH:24][CH2:25][C:26]1[CH:31]=[CH:30][CH:29]=[C:28]([F:32])[C:27]=1[Cl:33])=[O:23])[CH2:16][CH2:17][C:18]([OH:20])=O)=[O:12].[C:35]([N:42]1[CH2:47][CH2:46][NH:45][CH2:44][CH2:43]1)([O:37][C:38]([CH3:41])([CH3:40])[CH3:39])=[O:36].CCN(C(C)C)C(C)C.CN(C(ON1N=NC2C=CC=CC1=2)=[N+](C)C)C.F[P-](F)(F)(F)(F)F, predict the reaction product. The product is: [S:1]1[C:5]2[CH:6]=[CH:7][CH:8]=[CH:9][C:4]=2[N:3]=[C:2]1[NH:10][C:11]([O:13][CH2:14][C@@H:15]([N:21]([CH3:34])[C:22]([NH:24][CH2:25][C:26]1[CH:31]=[CH:30][CH:29]=[C:28]([F:32])[C:27]=1[Cl:33])=[O:23])[CH2:16][CH2:17][C:18]([N:45]1[CH2:44][CH2:43][N:42]([C:35]([O:37][C:38]([CH3:41])([CH3:40])[CH3:39])=[O:36])[CH2:47][CH2:46]1)=[O:20])=[O:12].